From a dataset of Reaction yield outcomes from USPTO patents with 853,638 reactions. Predict the reaction yield, written as a fraction of the theoretical maximum amount of product (1.0 means a 100% yield; for example, 0.34 means a 34% yield). (1) The reactants are Cl.[Cl:2][CH2:3][CH2:4][NH:5][CH2:6][CH2:7][Cl:8].C(N(CC)CC)C.Cl[C:17]([O:19]C)=S.ClCCNCCCl.[CH3:28][O:29][C:30](=[O:41])[C@H:31]([CH2:33][C:34]1[CH:39]=[CH:38][C:37]([OH:40])=[CH:36][CH:35]=1)[NH2:32]. The catalyst is ClCCl.C(OCC)(=O)C. The product is [CH3:28][O:29][C:30](=[O:41])[CH:31]([NH:32][C:17]([N:5]([CH2:6][CH2:7][Cl:8])[CH2:4][CH2:3][Cl:2])=[O:19])[CH2:33][C:34]1[CH:35]=[CH:36][C:37]([OH:40])=[CH:38][CH:39]=1. The yield is 0.600. (2) The reactants are [Na+].[CH2:2]([O:9][C:10]1[CH:15]=[CH:14][CH:13]=[CH:12][C:11]=1[CH2:16][CH2:17][CH2:18][CH2:19][CH2:20][CH2:21][CH2:22][S:23]([O-:26])(=O)=[O:24])[C:3]1[CH:8]=[CH:7][CH:6]=[CH:5][CH:4]=1.S(Cl)([Cl:29])=O.CN(C=O)C. The yield is 0.380. The catalyst is C1C=CC=CC=1. The product is [CH2:2]([O:9][C:10]1[CH:15]=[CH:14][CH:13]=[CH:12][C:11]=1[CH2:16][CH2:17][CH2:18][CH2:19][CH2:20][CH2:21][CH2:22][S:23]([Cl:29])(=[O:26])=[O:24])[C:3]1[CH:8]=[CH:7][CH:6]=[CH:5][CH:4]=1.